From a dataset of Forward reaction prediction with 1.9M reactions from USPTO patents (1976-2016). Predict the product of the given reaction. (1) Given the reactants [C:1]([OH:6])(=O)[CH2:2][CH2:3][CH3:4].C(Cl)CCl.[CH:11]1[CH:12]=[CH:13][C:14]2[N:19](O)N=[N:17][C:15]=2[CH:16]=1.NCC1C=CC=CN=1, predict the reaction product. The product is: [N:17]1[CH:13]=[CH:12][CH:11]=[CH:16][C:15]=1[CH2:14][NH:19][C:1](=[O:6])[CH2:2][CH2:3][CH3:4]. (2) Given the reactants Cl.[NH2:2][OH:3].C([O-])(=O)C.[Na+].[Br:9][C:10]1[CH:11]=[CH:12][C:13]2[C:21]3[C:20](=O)[CH2:19][CH2:18][CH2:17][C:16]=3[N:15]([CH3:23])[C:14]=2[N:24]=1, predict the reaction product. The product is: [Br:9][C:10]1[CH:11]=[CH:12][C:13]2[C:21]3[C:20](=[N:2][OH:3])[CH2:19][CH2:18][CH2:17][C:16]=3[N:15]([CH3:23])[C:14]=2[N:24]=1.